Dataset: Forward reaction prediction with 1.9M reactions from USPTO patents (1976-2016). Task: Predict the product of the given reaction. (1) Given the reactants [Cl:1][C:2]1[S:6][C:5]([C:7]2[N:8]=[C:9]([O:18][C:19]3[CH:24]=[CH:23][C:22]([CH2:25][C:26]([O:28]C)=[O:27])=[CH:21][CH:20]=3)[C:10]3[CH2:15][S:14](=[O:17])(=[O:16])[CH2:13][C:11]=3[N:12]=2)=[CH:4][CH:3]=1.COC1C=CC(C2N=C(OC3C=CC(CC(O)=O)=CC=3)C3CS(=O)(=O)CC=3N=2)=CC=1, predict the reaction product. The product is: [Cl:1][C:2]1[S:6][C:5]([C:7]2[N:8]=[C:9]([O:18][C:19]3[CH:24]=[CH:23][C:22]([CH2:25][C:26]([OH:28])=[O:27])=[CH:21][CH:20]=3)[C:10]3[CH2:15][S:14](=[O:16])(=[O:17])[CH2:13][C:11]=3[N:12]=2)=[CH:4][CH:3]=1. (2) Given the reactants [O:1]1[CH2:6][CH2:5][CH2:4][CH2:3][CH:2]1[O:7][CH2:8][CH2:9][N:10]1[CH:14]=[C:13](B2OC(C)(C)C(C)(C)O2)[CH:12]=[N:11]1.[NH2:24][C:25]1[N:33]=[CH:32][C:31](Br)=[CH:30][C:26]=1[C:27]([OH:29])=[O:28].C(=O)([O-])[O-].[K+].[K+].ClCCl, predict the reaction product. The product is: [NH2:24][C:25]1[N:33]=[CH:32][C:31]([C:13]2[CH:12]=[N:11][N:10]([CH2:9][CH2:8][O:7][CH:2]3[CH2:3][CH2:4][CH2:5][CH2:6][O:1]3)[CH:14]=2)=[CH:30][C:26]=1[C:27]([OH:29])=[O:28]. (3) Given the reactants [OH:1][CH2:2][C:3]1[N:12]=[CH:11][CH:10]=[C:9]2[C:4]=1[CH:5]=[C:6]([C:28]1[CH:33]=[CH:32][CH:31]=[CH:30][CH:29]=1)[C:7]([C:13]1[CH:27]=[CH:26][C:16]([CH2:17][NH:18][C:19](=[O:25])[O:20][C:21]([CH3:24])([CH3:23])[CH3:22])=[CH:15][CH:14]=1)=[N:8]2.[Br-].Br[CH2:36][C:37]1[CH:42]=[CH:41][NH+:40]=[CH:39][CH:38]=1.C1COCC1.[H-].[Na+], predict the reaction product. The product is: [C:28]1([C:6]2[C:7]([C:13]3[CH:14]=[CH:15][C:16]([CH2:17][NH:18][C:19](=[O:25])[O:20][C:21]([CH3:24])([CH3:23])[CH3:22])=[CH:26][CH:27]=3)=[N:8][C:9]3[C:4]([CH:5]=2)=[C:3]([CH2:2][O:1][CH2:36][C:37]2[CH:42]=[CH:41][N:40]=[CH:39][CH:38]=2)[N:12]=[CH:11][CH:10]=3)[CH:29]=[CH:30][CH:31]=[CH:32][CH:33]=1. (4) Given the reactants [F:1][C:2]1[CH:3]=[C:4]2[C:8](=[CH:9][CH:10]=1)[NH:7][CH:6]=[C:5]2[CH2:11][CH2:12][CH2:13]O.BrCCCC1C2C(=CC=C(F)C=2)[NH:21][CH:20]=1.[C-]#N.[Na+], predict the reaction product. The product is: [F:1][C:2]1[CH:3]=[C:4]2[C:8](=[CH:9][CH:10]=1)[NH:7][CH:6]=[C:5]2[CH2:11][CH2:12][CH2:13][N+:21]#[C-:20]. (5) Given the reactants [Br:1][CH:2]([C:6]1[CH:11]=[CH:10][CH:9]=[CH:8][CH:7]=1)[C:3]([OH:5])=[O:4].[C:12]1([C@@H:18](O)[CH3:19])[CH:17]=[CH:16][CH:15]=[CH:14][CH:13]=1.CCN=C=NCCCN(C)C, predict the reaction product. The product is: [Br:1][CH:2]([C:6]1[CH:11]=[CH:10][CH:9]=[CH:8][CH:7]=1)[C:3]([O:5][C@H:18]([C:12]1[CH:17]=[CH:16][CH:15]=[CH:14][CH:13]=1)[CH3:19])=[O:4].